From a dataset of Cav3 T-type calcium channel HTS with 100,875 compounds. Binary Classification. Given a drug SMILES string, predict its activity (active/inactive) in a high-throughput screening assay against a specified biological target. (1) The result is 0 (inactive). The compound is O=c1n(c(CNc2ccccc2)cc(=O)n1C)C. (2) The drug is S(=O)(=O)(N1CCCC1)c1ccc(cc1)C(=O)NCc1ccccc1. The result is 0 (inactive). (3) The drug is Br\C(=C/c1ccccc1)/C=N\NC(=O)CNc1ccc(cc1)C. The result is 0 (inactive).